The task is: Predict the reactants needed to synthesize the given product.. This data is from Full USPTO retrosynthesis dataset with 1.9M reactions from patents (1976-2016). (1) Given the product [NH2:2][C:1]1[C:3]2[CH2:7][CH2:6][CH2:5][C:4]=2[NH:8][C:9](=[O:10])[N:11]=1, predict the reactants needed to synthesize it. The reactants are: [C:1]([C:3]1[CH2:7][CH2:6][CH2:5][C:4]=1[NH:8][C:9]([NH:11]C(=O)C1C=CC=CC=1)=[O:10])#[N:2].[OH-].[Na+]. (2) Given the product [NH:15]1[CH2:16][CH2:17][CH:18]([NH:21][C:22]2[N:27]=[N:26][C:25]([C:28]#[N:29])=[CH:24][CH:23]=2)[CH2:19][CH2:20]1, predict the reactants needed to synthesize it. The reactants are: ClC(OC(Cl)C)=O.C([N:15]1[CH2:20][CH2:19][CH:18]([NH:21][C:22]2[N:27]=[N:26][C:25]([C:28]#[N:29])=[CH:24][CH:23]=2)[CH2:17][CH2:16]1)C1C=CC=CC=1.C(N(C(C)C)CC)(C)C. (3) Given the product [C:6]([C:7]1[CH:18]=[CH:17][C:10]([CH2:11][N:12]2[CH2:16][CH2:15][CH2:14][CH2:13]2)=[CH:9][CH:8]=1)#[CH:5], predict the reactants needed to synthesize it. The reactants are: C[Si]([C:5]#[C:6][C:7]1[CH:18]=[CH:17][C:10]([CH2:11][N:12]2[CH2:16][CH2:15][CH2:14][CH2:13]2)=[CH:9][CH:8]=1)(C)C.[OH-].[Na+].